This data is from Catalyst prediction with 721,799 reactions and 888 catalyst types from USPTO. The task is: Predict which catalyst facilitates the given reaction. Reactant: [C:1]1(=[O:5])[CH2:4][CH2:3][CH2:2]1.[CH2:6]([Mg]Br)[CH:7]=[CH2:8].CCOCC.O([Si:24]([C:27]([CH3:30])([CH3:29])[CH3:28])([CH3:26])[CH3:25])S(C(F)(F)F)(=O)=O.C(=O)=O.Cl. Product: [CH2:6]([C:1]1([O:5][Si:24]([C:27]([CH3:30])([CH3:29])[CH3:28])([CH3:26])[CH3:25])[CH2:4][CH2:3][CH2:2]1)[CH:7]=[CH2:8]. The catalyst class is: 92.